Dataset: Full USPTO retrosynthesis dataset with 1.9M reactions from patents (1976-2016). Task: Predict the reactants needed to synthesize the given product. (1) Given the product [CH2:1]([CH:3]1[NH:4][CH2:5][CH:6]([CH3:10])[NH:7][C:8]1=[O:9])[CH3:2], predict the reactants needed to synthesize it. The reactants are: [CH2:1]([CH:3]1[C:8](=[O:9])[NH:7][CH:6]([CH3:10])[CH2:5][N:4]1C(OCC1C=CC=CC=1)=O)[CH3:2]. (2) Given the product [N:7]1[C:6]2[S:9][CH2:10][CH2:11][O:12][C:5]=2[CH:4]=[C:3]([CH:1]=[O:14])[N:8]=1, predict the reactants needed to synthesize it. The reactants are: [CH:1]([C:3]1[N:8]=[N:7][C:6]2[S:9][CH2:10][CH2:11][O:12][C:5]=2[CH:4]=1)=C.I([O-])(=O)(=O)=[O:14].[Na+].C(=O)(O)[O-].[Na+]. (3) Given the product [CH3:1][O:2][C:3]1[C:59]([O:60][CH2:61][CH2:62][CH2:63][O:64][C:65]2[C:66]([O:102][CH3:103])=[CH:67][C:68]3[C:74](=[O:75])[N:73]4[CH:76]=[C:77]([C:79]5[CH:80]=[CH:81][C:82]([N:85]6[CH2:86][CH2:87][N:88]([CH3:91])[CH2:89][CH2:90]6)=[CH:83][CH:84]=5)[CH2:78][C@H:72]4[CH:71]=[N:70][C:69]=3[CH:101]=2)=[CH:58][C:6]2[N:7]=[CH:8][C@@H:9]3[CH2:15][C:14](/[CH:16]=[CH:17]/[CH2:18][NH:19][C:20](=[O:48])[C@@H:21]([NH:23][C:24](=[O:47])[C@H:25]([NH:29][C:30](=[O:46])[O:31][CH2:32][CH:33]4[C:34]5[CH:35]=[CH:36][CH:37]=[CH:38][C:39]=5[C:40]5[C:45]4=[CH:44][CH:43]=[CH:42][CH:41]=5)[CH:26]([CH3:28])[CH3:27])[CH3:22])=[CH:13][N:10]3[C:11](=[O:12])[C:5]=2[CH:4]=1, predict the reactants needed to synthesize it. The reactants are: [CH3:1][O:2][C:3]1[C:59]([O:60][CH2:61][CH2:62][CH2:63][O:64][C:65]2[C:66]([O:102][CH3:103])=[CH:67][C:68]3[C:74](=[O:75])[N:73]4[CH:76]=[C:77]([C:79]5[CH:84]=[CH:83][C:82]([N:85]6[CH2:90][CH2:89][N:88]([CH3:91])[CH2:87][CH2:86]6)=[CH:81][CH:80]=5)[CH2:78][C@H:72]4[C:71](=O)[N:70](COCC[Si](C)(C)C)[C:69]=3[CH:101]=2)=[CH:58][C:6]2[N:7](COCC[Si](C)(C)C)[C:8](=O)[C@@H:9]3[CH2:15][C:14](/[CH:16]=[CH:17]/[CH2:18][NH:19][C:20](=[O:48])[C@@H:21]([NH:23][C:24](=[O:47])[C@@H:25]([NH:29][C:30](=[O:46])[O:31][CH2:32][CH:33]4[C:45]5[CH:44]=[CH:43][CH:42]=[CH:41][C:40]=5[C:39]5[C:34]4=[CH:35][CH:36]=[CH:37][CH:38]=5)[CH:26]([CH3:28])[CH3:27])[CH3:22])=[CH:13][N:10]3[C:11](=[O:12])[C:5]=2[CH:4]=1.[Li+].[B-](CC)(CC)CC. (4) Given the product [CH2:32]([N:34]([CH3:35])[C:26](=[O:28])[C:25]1[CH:29]=[CH:30][C:22]([C:19]2[CH:18]=[CH:17][C:16]([C:13]3([C:10]4[N:6]5[CH2:7][CH2:8][S:9][C:3]([CH2:2][OH:1])([CH3:31])[CH2:4][C:5]5=[N:12][N:11]=4)[CH2:14][CH2:15]3)=[CH:21][CH:20]=2)=[N:23][CH:24]=1)[CH3:33], predict the reactants needed to synthesize it. The reactants are: [OH:1][CH2:2][C:3]1([CH3:31])[S:9][CH2:8][CH2:7][N:6]2[C:10]([C:13]3([C:16]4[CH:21]=[CH:20][C:19]([C:22]5[CH:30]=[CH:29][C:25]([C:26]([OH:28])=O)=[CH:24][N:23]=5)=[CH:18][CH:17]=4)[CH2:15][CH2:14]3)=[N:11][N:12]=[C:5]2[CH2:4]1.[CH2:32]([NH:34][CH3:35])[CH3:33].Cl.C(N=C=NCCCN(C)C)C.C(=O)([O-])O.[Na+]. (5) Given the product [O:14]1[CH2:15][CH2:16][O:17][CH:13]1[CH2:12][N:7]1[C:8](=[O:11])[CH:9]=[N:10][C:5]2[CH:4]=[CH:3][C:2]([F:19])=[N:18][C:6]1=2, predict the reactants needed to synthesize it. The reactants are: Cl[C:2]1[CH:3]=[CH:4][C:5]2[N:10]=[CH:9][C:8](=[O:11])[N:7]([CH2:12][CH:13]3[O:17][CH2:16][CH2:15][O:14]3)[C:6]=2[N:18]=1.[F-:19].[Cs+].C(OCC)(=O)C.O. (6) Given the product [CH:1]([C:3]1[C:11]2[C:6](=[CH:7][CH:8]=[CH:9][CH:10]=2)[N:5]([CH2:12][OH:13])[CH:4]=1)=[O:2], predict the reactants needed to synthesize it. The reactants are: [CH:1]([C:3]1[C:11]2[C:6](=[CH:7][CH:8]=[CH:9][CH:10]=2)[NH:5][CH:4]=1)=[O:2].[CH2:12]=[O:13].C(N(CC)CC)C. (7) The reactants are: C([O:8][C:9]1[CH:10]=[C:11]2[C:15](=[CH:16][CH:17]=1)[N:14]([C:18]1[CH:23]=[CH:22][C:21](Br)=[CH:20][CH:19]=1)[CH:13]=[CH:12]2)C1C=CC=CC=1. Given the product [C:18]1([N:14]2[C:15]3[C:11](=[CH:10][C:9]([OH:8])=[CH:17][CH:16]=3)[CH:12]=[CH:13]2)[CH:23]=[CH:22][CH:21]=[CH:20][CH:19]=1, predict the reactants needed to synthesize it.